From a dataset of NCI-60 drug combinations with 297,098 pairs across 59 cell lines. Regression. Given two drug SMILES strings and cell line genomic features, predict the synergy score measuring deviation from expected non-interaction effect. Drug 1: C1CN(P(=O)(OC1)NCCCl)CCCl. Drug 2: C1C(C(OC1N2C=NC3=C2NC=NCC3O)CO)O. Cell line: K-562. Synergy scores: CSS=-26.0, Synergy_ZIP=11.6, Synergy_Bliss=3.55, Synergy_Loewe=-20.6, Synergy_HSA=-20.6.